From a dataset of Full USPTO retrosynthesis dataset with 1.9M reactions from patents (1976-2016). Predict the reactants needed to synthesize the given product. (1) Given the product [CH3:1][C:2]1[C:3]([C:22]2[N:27]=[CH:26][CH:25]=[CH:24][N:23]=2)=[C:4]([CH:9]=[CH:10][CH:11]=1)[C:5]([O:7][CH3:8])=[O:6], predict the reactants needed to synthesize it. The reactants are: [CH3:1][C:2]1[C:3](B2OC(C)(C)C(C)(C)O2)=[C:4]([CH:9]=[CH:10][CH:11]=1)[C:5]([O:7][CH3:8])=[O:6].Cl[C:22]1[N:27]=[CH:26][CH:25]=[CH:24][N:23]=1.C([O-])([O-])=O.[Na+].[Na+].O. (2) Given the product [CH3:1][O:2][CH:3]1[CH2:8][CH2:7][CH:6]([CH2:9][OH:10])[CH2:5][CH2:4]1, predict the reactants needed to synthesize it. The reactants are: [CH3:1][O:2][CH:3]1[CH2:8][CH2:7][CH:6]([C:9](O)=[O:10])[CH2:5][CH2:4]1. (3) Given the product [O:13]1[C:11]2[C:6]3[CH:5]=[CH:4][CH:9]=[CH:8][C:7]=3[CH:43]=[N:40][C:39]=2[CH2:38][O:2][CH2:1]1, predict the reactants needed to synthesize it. The reactants are: [CH3:1][O:2][K].[CH:4]1[CH:9]=[C:8](Cl)[CH:7]=[C:6]([C:11]([O:13]O)=O)[CH:5]=1.O=P(Cl)(Cl)Cl.B(Br)(Br)Br.C=O.C(S(N)(=O)=O)C(C)(C)C.CN1C(=O)[N:40]([CH3:43])[CH2:39][CH2:38]C1. (4) The reactants are: I[C:2]1[CH:7]=[CH:6][C:5]([CH3:8])=[CH:4][CH:3]=1.C([Li])CCC.CO[C:16]1[CH2:20][CH2:19][C:18](=[O:21])[CH:17]=1. Given the product [C:5]1([CH3:8])[CH:6]=[CH:7][C:2]([C:16]2[CH2:20][CH2:19][C:18](=[O:21])[CH:17]=2)=[CH:3][CH:4]=1, predict the reactants needed to synthesize it. (5) Given the product [Cl:1][C:2]1[CH:7]=[CH:6][N:5]=[C:4]2[N:8]([CH2:34][O:33][CH2:32][CH2:31][Si:30]([CH3:37])([CH3:36])[CH3:29])[C:9]([C:11]3[CH:12]=[CH:13][C:14]([N:17]4[CH2:22][CH2:21][O:20][CH2:19][CH2:18]4)=[CH:15][CH:16]=3)=[N:10][C:3]=12, predict the reactants needed to synthesize it. The reactants are: [Cl:1][C:2]1[CH:7]=[CH:6][N:5]=[C:4]2[NH:8][C:9]([C:11]3[CH:16]=[CH:15][C:14]([N:17]4[CH2:22][CH2:21][O:20][CH2:19][CH2:18]4)=[CH:13][CH:12]=3)=[N:10][C:3]=12.C(=O)([O-])[O-].[Cs+].[Cs+].[CH3:29][Si:30]([CH3:37])([CH3:36])[CH2:31][CH2:32][O:33][CH2:34]Cl.O. (6) Given the product [Cl:20][C:21]1[N:26]=[C:25]([N:16]2[CH2:17][CH2:18][CH:13]([C:10]3[CH:11]=[CH:12][C:7]([CH:5]([CH3:6])[C:4]([NH:3][CH2:1][CH3:2])=[O:19])=[CH:8][CH:9]=3)[CH2:14][CH2:15]2)[CH:24]=[CH:23][N:22]=1, predict the reactants needed to synthesize it. The reactants are: [CH2:1]([NH:3][C:4](=[O:19])[CH:5]([C:7]1[CH:12]=[CH:11][C:10]([CH:13]2[CH2:18][CH2:17][NH:16][CH2:15][CH2:14]2)=[CH:9][CH:8]=1)[CH3:6])[CH3:2].[Cl:20][C:21]1[N:26]=[C:25](Cl)[CH:24]=[CH:23][N:22]=1. (7) Given the product [C:12]([O:16][C:7](=[O:8])[NH:6][C@H:69]([C:70]1[CH:55]=[CH:54][C:53]([O:52][CH2:45][C:46]2[CH:47]=[CH:48][CH:49]=[CH:50][CH:51]=2)=[CH:64][C:65]=1[CH3:66])[CH2:68][OH:10])([CH3:15])([CH3:14])[CH3:13], predict the reactants needed to synthesize it. The reactants are: C(O[NH:6][C:7](=O)[O-:8])(C)(C)C.[OH-:10].[Na+].[C:12]([O:16]Cl)([CH3:15])([CH3:14])[CH3:13].CC[C@@H]1[C@@H]2C[C@H]([C@@H](OC3[C:51]4[C:46](=[CH:47][CH:48]=[CH:49][CH:50]=4)[C:45]([O:52][C@@H:53]([C:64]4C=CN=[C:70]5[C:65]=4[CH:66]=C(OC)[CH:68]=[CH:69]5)[C@@H:54]4N5C[C@H](CC)[C@@H](CC5)[CH2:55]4)=NN=3)C3C=CN=C4C=3C=C(OC)C=C4)N(CC2)C1.C=CC1C=CC=CC=1. (8) The reactants are: [CH3:1][O:2][C:3]1[C:8]2[C:9](=[O:23])[O:10][C:11]([C:13]3[C:22]4[C:17](=[CH:18][CH:19]=[CH:20][CH:21]=4)[CH:16]=[CH:15][CH:14]=3)=[N:12][C:7]=2[CH:6]=[CH:5][CH:4]=1.[O:24]1[CH2:29][CH2:28][O:27][CH2:26][CH:25]1[CH2:30][NH2:31]. Given the product [O:24]1[CH2:29][CH2:28][O:27][CH2:26][CH:25]1[CH2:30][NH:31][C:9]([C:8]1[C:3]([O:2][CH3:1])=[CH:4][CH:5]=[CH:6][C:7]=1[NH:12][C:11]([C:13]1[C:22]2[C:17](=[CH:18][CH:19]=[CH:20][CH:21]=2)[CH:16]=[CH:15][CH:14]=1)=[O:10])=[O:23], predict the reactants needed to synthesize it.